Dataset: Forward reaction prediction with 1.9M reactions from USPTO patents (1976-2016). Task: Predict the product of the given reaction. (1) Given the reactants [NH2:1][C:2]1[C:7]([C:8]([O:10][CH3:11])=[O:9])=[C:6]([OH:12])[C:5]([Br:13])=[CH:4][CH:3]=1.[CH3:14][C:15]1[CH:20]=[CH:19][C:18]([S:21](Cl)(=[O:23])=[O:22])=[CH:17][CH:16]=1.[C:25](O[C:25]([O:27][C:28]([CH3:31])([CH3:30])[CH3:29])=[O:26])([O:27][C:28]([CH3:31])([CH3:30])[CH3:29])=[O:26], predict the reaction product. The product is: [Br:13][C:5]1[C:6]([O:12][S:21]([C:18]2[CH:19]=[CH:20][C:15]([CH3:14])=[CH:16][CH:17]=2)(=[O:23])=[O:22])=[C:7]([C:2]([N:1]([C:25]([O:27][C:28]([CH3:31])([CH3:30])[CH3:29])=[O:26])[C:25]([O:27][C:28]([CH3:31])([CH3:30])[CH3:29])=[O:26])=[CH:3][CH:4]=1)[C:8]([O:10][CH3:11])=[O:9]. (2) Given the reactants [O:1]1[CH2:6][C:5](=O)[NH:4][C:3]2[CH:8]=[CH:9][CH:10]=[CH:11][C:2]1=2.[H-].[Al+3].[Li+].[H-].[H-].[H-], predict the reaction product. The product is: [O:1]1[CH2:6][CH2:5][NH:4][C:3]2[CH:8]=[CH:9][CH:10]=[CH:11][C:2]1=2. (3) The product is: [F:1][C:2]1[CH:3]=[C:4]([CH:9]=[CH:10][C:11]=1[N:12]1[CH2:17][CH2:16][N:15]([CH3:18])[CH2:14][CH2:13]1)[C:5]([OH:7])=[O:6]. Given the reactants [F:1][C:2]1[CH:3]=[C:4]([CH:9]=[CH:10][C:11]=1[N:12]1[CH2:17][CH2:16][N:15]([CH3:18])[CH2:14][CH2:13]1)[C:5]([O:7]C)=[O:6].[OH-].[Na+], predict the reaction product. (4) Given the reactants CC1(C)COB([C:8]2[CH:9]=[CH:10][C:11]([F:23])=[C:12]([C:14]3[C:15]([C:21]#[N:22])=[CH:16][C:17]([F:20])=[CH:18][CH:19]=3)[CH:13]=2)OC1.Br[C:26]1[N:30]2[N:31]=[CH:32][C:33]([C:35]([OH:38])([CH3:37])[CH3:36])=[N:34][C:29]2=[N:28][CH:27]=1, predict the reaction product. The product is: [F:20][C:17]1[CH:16]=[C:15]([C:21]#[N:22])[C:14]([C:12]2[CH:13]=[C:8]([C:26]3[N:30]4[N:31]=[CH:32][C:33]([C:35]([OH:38])([CH3:36])[CH3:37])=[N:34][C:29]4=[N:28][CH:27]=3)[CH:9]=[CH:10][C:11]=2[F:23])=[CH:19][CH:18]=1.